From a dataset of Forward reaction prediction with 1.9M reactions from USPTO patents (1976-2016). Predict the product of the given reaction. (1) Given the reactants Cl.[NH2:2][C:3]1[CH:4]=[C:5]2[C:9](=[CH:10][CH:11]=1)[N:8]([C:12](=[O:32])[CH2:13][NH:14][C:15](=[O:31])[C@@H:16]([NH:21][C:22](=[O:30])[CH2:23][C:24]1[CH:29]=[CH:28][CH:27]=[CH:26][CH:25]=1)[C@@H:17]([CH3:20])[CH2:18][CH3:19])[C@H:7]([C:33]([OH:35])=[O:34])[CH2:6]2.[OH-].[Na+].[CH3:38][C:39]([O:42][C:43](O[C:43]([O:42][C:39]([CH3:41])([CH3:40])[CH3:38])=[O:44])=[O:44])([CH3:41])[CH3:40].C(O)(=O)CC(CC(O)=O)(C(O)=O)O, predict the reaction product. The product is: [C:39]([O:42][C:43]([NH:2][C:3]1[CH:4]=[C:5]2[C:9](=[CH:10][CH:11]=1)[N:8]([C:12](=[O:32])[CH2:13][NH:14][C:15](=[O:31])[C@@H:16]([NH:21][C:22](=[O:30])[CH2:23][C:24]1[CH:25]=[CH:26][CH:27]=[CH:28][CH:29]=1)[C@@H:17]([CH3:20])[CH2:18][CH3:19])[C@H:7]([C:33]([OH:35])=[O:34])[CH2:6]2)=[O:44])([CH3:41])([CH3:40])[CH3:38]. (2) Given the reactants [NH:1]1[C:5]2[CH:6]=[CH:7][CH:8]=[CH:9][C:4]=2[N:3]=[C:2]1[CH2:10][N:11]1[C@@H:24]2[C@@H:15]([CH2:16][CH2:17][C:18]3[C:23]2=[N:22][CH:21]=[CH:20][CH:19]=3)[CH2:14][CH2:13][CH2:12]1.Br[CH2:26][CH2:27][CH2:28][CH2:29][N:30]1C(=O)C2C(=CC=CC=2)C1=O.[I-].[K+].C(N(CC)C(C)C)(C)C.NN, predict the reaction product. The product is: [N:11]1([CH2:10][C:2]2[N:3]([CH2:26][CH2:27][CH2:28][CH2:29][NH2:30])[C:4]3[CH:9]=[CH:8][CH:7]=[CH:6][C:5]=3[N:1]=2)[C@@H:24]2[C@@H:15]([CH2:16][CH2:17][C:18]3[C:23]2=[N:22][CH:21]=[CH:20][CH:19]=3)[CH2:14][CH2:13][CH2:12]1. (3) Given the reactants CO[C:3]([C:5]1([CH3:26])[CH2:17][C:16]2[C:15]3[C:10](=[CH:11][CH:12]=[C:13]([Cl:18])[CH:14]=3)[NH:9][C:8]=2[CH:7]([C:19]2[CH:24]=[CH:23][CH:22]=[C:21]([OH:25])[CH:20]=2)[NH:6]1)=[O:4].[Br:27][CH2:28][CH2:29][N:30]=[C:31]=[O:32], predict the reaction product. The product is: [Br:27][CH2:28][CH2:29][N:30]1[C:31](=[O:32])[N:6]2[CH:7]([C:19]3[CH:24]=[CH:23][CH:22]=[C:21]([OH:25])[CH:20]=3)[C:8]3[NH:9][C:10]4[C:15]([C:16]=3[CH2:17][C:5]2([CH3:26])[C:3]1=[O:4])=[CH:14][C:13]([Cl:18])=[CH:12][CH:11]=4. (4) Given the reactants [CH3:1][C:2]1[CH:7]=[C:6]([C:8]([N:10]2[C:16]3[CH:17]=[CH:18][CH:19]=[CH:20][C:15]=3[CH2:14][N:13]3[C:21]([C:24](O)=[O:25])=[CH:22][CH:23]=[C:12]3[CH2:11]2)=[O:9])[CH:5]=[CH:4][C:3]=1[C:27]1[CH:32]=[CH:31][CH:30]=[CH:29][C:28]=1[C:33]([F:36])([F:35])[F:34].[C:37]([O:41][C:42]([N:44]1[CH2:49][CH2:48][NH:47][CH2:46][CH2:45]1)=[O:43])([CH3:40])([CH3:39])[CH3:38].O.ON1C2C=CC=CC=2N=N1.Cl.CN(C)CCCN=C=NCC.C(N(CC)C(C)C)(C)C, predict the reaction product. The product is: [CH3:1][C:2]1[CH:7]=[C:6]([C:8]([N:10]2[C:16]3[CH:17]=[CH:18][CH:19]=[CH:20][C:15]=3[CH2:14][N:13]3[C:21]([C:24]([N:47]4[CH2:48][CH2:49][N:44]([C:42]([O:41][C:37]([CH3:40])([CH3:38])[CH3:39])=[O:43])[CH2:45][CH2:46]4)=[O:25])=[CH:22][CH:23]=[C:12]3[CH2:11]2)=[O:9])[CH:5]=[CH:4][C:3]=1[C:27]1[CH:32]=[CH:31][CH:30]=[CH:29][C:28]=1[C:33]([F:36])([F:34])[F:35]. (5) Given the reactants Br[CH2:2][CH2:3][CH2:4][CH2:5][CH2:6][C:7]([NH:9][C@@H:10]1[CH2:15][CH2:14][CH2:13][CH2:12][C@@H:11]1[C:16]([N:18]1[C@@H:30]2[C@@H:21]([C@H:22]([C:31]3[CH:36]=[CH:35][CH:34]=[CH:33][CH:32]=3)[NH:23][C:24]3[CH:25]=[CH:26][CH:27]=[CH:28][C:29]=32)[CH2:20][CH2:19]1)=[O:17])=[O:8].[NH:37]1[CH2:42][CH2:41][O:40][CH2:39][CH2:38]1.C(=O)([O-])[O-].[K+].[K+].O, predict the reaction product. The product is: [N:37]1([CH2:2][CH2:3][CH2:4][CH2:5][CH2:6][C:7]([NH:9][C@@H:10]2[CH2:15][CH2:14][CH2:13][CH2:12][C@@H:11]2[C:16]([N:18]2[C@@H:30]3[C@@H:21]([C@H:22]([C:31]4[CH:36]=[CH:35][CH:34]=[CH:33][CH:32]=4)[NH:23][C:24]4[CH:25]=[CH:26][CH:27]=[CH:28][C:29]=43)[CH2:20][CH2:19]2)=[O:17])=[O:8])[CH2:42][CH2:41][O:40][CH2:39][CH2:38]1. (6) Given the reactants [CH3:1][O:2][C:3](=[O:12])[C:4]1[CH:9]=[CH:8][C:7]([Br:10])=[CH:6][C:5]=1[OH:11].[CH3:13][N:14]([CH3:18])[C:15](Cl)=[S:16].C1N2CCN(CC2)C1.Cl, predict the reaction product. The product is: [CH3:1][O:2][C:3](=[O:12])[C:4]1[CH:9]=[CH:8][C:7]([Br:10])=[CH:6][C:5]=1[O:11][C:15](=[S:16])[N:14]([CH3:18])[CH3:13].